This data is from Reaction yield outcomes from USPTO patents with 853,638 reactions. The task is: Predict the reaction yield, written as a fraction of the theoretical maximum amount of product (1.0 means a 100% yield; for example, 0.34 means a 34% yield). (1) The reactants are [C:1]12([O:8][C:7]3[CH:9]=[CH:10][C:11]([C:13]4([C:16]([O:18]C)=[O:17])[CH2:15][CH2:14]4)=[CH:12][C:6]=3[O:5]1)[CH2:4][CH2:3][CH2:2]2.[Li+].[OH-].Cl. The catalyst is C1COCC1.O. The product is [C:1]12([O:8][C:7]3[CH:9]=[CH:10][C:11]([C:13]4([C:16]([OH:18])=[O:17])[CH2:15][CH2:14]4)=[CH:12][C:6]=3[O:5]1)[CH2:2][CH2:3][CH2:4]2. The yield is 0.590. (2) The reactants are [C:1](=[N:14][NH2:15])([C:8]1[CH:13]=[CH:12][CH:11]=[CH:10][CH:9]=1)[C:2]1[CH:7]=[CH:6][CH:5]=[CH:4][CH:3]=1.CC(C)([O-])C.[Na+].[C@@H]1(N)CCCC[C@H]1N.CCCCCCCCCCCC.I[C:43]1[CH:44]=[C:45]([CH3:50])[CH:46]=[C:47]([CH3:49])[CH:48]=1. The catalyst is [Cu]I.O1CCOCC1. The product is [CH3:50][C:45]1[CH:44]=[C:43]([NH:15][N:14]=[C:1]([C:8]2[CH:9]=[CH:10][CH:11]=[CH:12][CH:13]=2)[C:2]2[CH:7]=[CH:6][CH:5]=[CH:4][CH:3]=2)[CH:48]=[C:47]([CH3:49])[CH:46]=1. The yield is 0.800. (3) The reactants are C[O:2][C:3]([C:5]1[CH:6]=[C:7]([CH:21]=[CH:22][CH:23]=1)[CH2:8][N:9]1[C:18]2[CH2:17][CH2:16][CH2:15][CH2:14][C:13]=2[C:12](=[O:19])[NH:11][C:10]1=[O:20])=[O:4].[OH-].[Na+]. The catalyst is O.CO. The product is [C:3]([C:5]1[CH:6]=[C:7]([CH:21]=[CH:22][CH:23]=1)[CH2:8][N:9]1[C:18]2[CH2:17][CH2:16][CH2:15][CH2:14][C:13]=2[C:12](=[O:19])[NH:11][C:10]1=[O:20])([OH:4])=[O:2]. The yield is 0.820. (4) The reactants are [CH3:1][C:2]1[N:29]=[C:5]2[NH:6][C:7](=[O:28])[C:8]([CH2:13][C:14]3[CH:19]=[CH:18][C:17]([C:20]4[C:21]([C:26]#[N:27])=[CH:22][CH:23]=[CH:24][CH:25]=4)=[CH:16][CH:15]=3)=[C:9]([CH2:10][CH2:11][CH3:12])[N:4]2[N:3]=1.[H-].[Na+].CN(C)C=O.Br[CH:38]1[CH2:43][CH2:42][CH2:41][CH:40]=[CH:39]1. The catalyst is C(OCC)(=O)C. The product is [CH:43]1([N:6]2[C:7](=[O:28])[C:8]([CH2:13][C:14]3[CH:19]=[CH:18][C:17]([C:20]4[C:21]([C:26]#[N:27])=[CH:22][CH:23]=[CH:24][CH:25]=4)=[CH:16][CH:15]=3)=[C:9]([CH2:10][CH2:11][CH3:12])[N:4]3[N:3]=[C:2]([CH3:1])[N:29]=[C:5]23)[CH2:42][CH2:41][CH2:40][CH:39]=[CH:38]1. The yield is 0.170. (5) The reactants are [Cl:1][C:2]1[CH:7]=[CH:6][CH:5]=[C:4]([Cl:8])[C:3]=1[S:9]([N:12]1[C:20]2[C:15](=[CH:16][CH:17]=[CH:18][CH:19]=2)[C:14](/[CH:21]=[C:22]2\[O:23][C:24]3[C:31]([CH2:32][N:33]4[CH2:38][CH2:37][N:36](C(OC(C)(C)C)=O)[CH2:35][CH2:34]4)=[C:30]([OH:46])[CH:29]=[CH:28][C:25]=3[C:26]\2=[O:27])=[CH:13]1)(=[O:11])=[O:10].FC(F)(F)C(O)=O. The catalyst is C(Cl)Cl. The product is [ClH:1].[ClH:1].[Cl:1][C:2]1[CH:7]=[CH:6][CH:5]=[C:4]([Cl:8])[C:3]=1[S:9]([N:12]1[C:20]2[C:15](=[CH:16][CH:17]=[CH:18][CH:19]=2)[C:14](/[CH:21]=[C:22]2\[O:23][C:24]3[C:31]([CH2:32][N:33]4[CH2:38][CH2:37][NH:36][CH2:35][CH2:34]4)=[C:30]([OH:46])[CH:29]=[CH:28][C:25]=3[C:26]\2=[O:27])=[CH:13]1)(=[O:10])=[O:11]. The yield is 0.720. (6) The reactants are O=C1C2C(=CC=CC=2)C(=O)[N:3]1[CH2:12][CH2:13][CH2:14][CH2:15][C:16]1[CH:21]=[CH:20][C:19]([O:22][C:23](=[S:27])[N:24]([CH3:26])[CH3:25])=[CH:18][CH:17]=1.CN. No catalyst specified. The product is [NH2:3][CH2:12][CH2:13][CH2:14][CH2:15][C:16]1[CH:21]=[CH:20][C:19]([O:22][C:23](=[S:27])[N:24]([CH3:25])[CH3:26])=[CH:18][CH:17]=1. The yield is 0.460. (7) The product is [NH2:8][C:9]1[S:13][C:12]([C:14]2[C:15]([F:21])=[CH:16][CH:17]=[CH:18][C:19]=2[F:20])=[N:11][C:10]=1[C:22]([NH:24][C:25]1[CH:26]=[N:27][N:28]([CH3:45])[C:29]=1[N:30]1[CH2:35][C@H:34]([F:36])[CH2:33][C@@H:32]([NH2:37])[CH2:31]1)=[O:23]. The reactants are C(OC([NH:8][C:9]1[S:13][C:12]([C:14]2[C:19]([F:20])=[CH:18][CH:17]=[CH:16][C:15]=2[F:21])=[N:11][C:10]=1[C:22]([NH:24][C:25]1[CH:26]=[N:27][N:28]([CH3:45])[C:29]=1[N:30]1[CH2:35][C@H:34]([F:36])[CH2:33][C@@H:32]([NH:37]C(=O)OC(C)(C)C)[CH2:31]1)=[O:23])=O)(C)(C)C.N. The yield is 0.740. The catalyst is Cl.CO.CO. (8) The reactants are [CH3:1][C:2]1[CH:3]=[C:4]([OH:9])[CH:5]=[C:6]([CH3:8])[CH:7]=1.[CH2:10]=[O:11].[Cl-].[Mg+2].[Cl-].C(N(CC)CC)C.Cl. The catalyst is C(#N)C. The product is [OH:9][C:4]1[CH:5]=[C:6]([CH3:8])[CH:7]=[C:2]([CH3:1])[C:3]=1[CH:10]=[O:11]. The yield is 0.840. (9) The yield is 0.945. The product is [Br:1][C:2]1[N:10]([CH2:48][O:47][CH2:46][CH2:45][Si:44]([CH3:51])([CH3:50])[CH3:43])[C:9]2[C:8](=[O:11])[N:7]([CH3:12])[C:6](=[O:13])[N:5]([CH3:14])[C:4]=2[N:3]=1. The catalyst is CN(C=O)C.O. The reactants are [Br:1][C:2]1[NH:10][C:9]2[C:8](=[O:11])[N:7]([CH3:12])[C:6](=[O:13])[N:5]([CH3:14])[C:4]=2[N:3]=1.BrC1C=C(C=CC=1)CN1C2C(=O)N(C)C(=O)N(C)C=2N=C1S.C(=O)([O-])[O-].[K+].[K+].[CH3:43][Si:44]([CH3:51])([CH3:50])[CH2:45][CH2:46][O:47][CH2:48]Cl.